From a dataset of Peptide-MHC class I binding affinity with 185,985 pairs from IEDB/IMGT. Regression. Given a peptide amino acid sequence and an MHC pseudo amino acid sequence, predict their binding affinity value. This is MHC class I binding data. (1) The peptide sequence is WPVMQWLTA. The MHC is HLA-B15:01 with pseudo-sequence HLA-B15:01. The binding affinity (normalized) is 0.169. (2) The peptide sequence is TFVPIAWAAAY. The MHC is HLA-A01:01 with pseudo-sequence HLA-A01:01. The binding affinity (normalized) is 0.0847. (3) The peptide sequence is FTFGDTALY. The MHC is Mamu-B17 with pseudo-sequence Mamu-B17. The binding affinity (normalized) is 0.547.